From a dataset of Full USPTO retrosynthesis dataset with 1.9M reactions from patents (1976-2016). Predict the reactants needed to synthesize the given product. The reactants are: C(=O)([O-])[O-].[Na+].[Na+].Br[C:8]([CH3:13])([CH3:12])[C:9](Br)=[O:10].[NH2:14][C:15]1[CH:20]=[C:19]([N+:21]([O-:23])=[O:22])[CH:18]=[CH:17][C:16]=1[OH:24]. Given the product [CH3:12][C:8]1([CH3:13])[C:9](=[O:10])[NH:14][C:15]2[CH:20]=[C:19]([N+:21]([O-:23])=[O:22])[CH:18]=[CH:17][C:16]=2[O:24]1, predict the reactants needed to synthesize it.